From a dataset of Forward reaction prediction with 1.9M reactions from USPTO patents (1976-2016). Predict the product of the given reaction. Given the reactants [BH4-].[Na+].[CH2:3]([O:5][C:6]1[CH:7]=[CH:8][C:9]2[N:10]([C:12]([S:15][C:16]3[CH:36]=[CH:35][C:19]4[N:20]=[C:21]([NH:23][C:24]([NH:26][CH2:27][CH2:28][N:29]5[CH2:34][CH2:33][O:32][CH2:31][CH2:30]5)=[O:25])[S:22][C:18]=4[CH:17]=3)=[N:13][N:14]=2)[N:11]=1)[CH3:4], predict the reaction product. The product is: [CH2:3]([O:5][C:6]1[CH2:7][CH2:8][C:9]2[N:10]([C:12]([S:15][C:16]3[CH:36]=[CH:35][C:19]4[N:20]=[C:21]([NH:23][C:24]([NH:26][CH2:27][CH2:28][N:29]5[CH2:30][CH2:31][O:32][CH2:33][CH2:34]5)=[O:25])[S:22][C:18]=4[CH:17]=3)=[N:13][N:14]=2)[N:11]=1)[CH3:4].